Dataset: Peptide-MHC class I binding affinity with 185,985 pairs from IEDB/IMGT. Task: Regression. Given a peptide amino acid sequence and an MHC pseudo amino acid sequence, predict their binding affinity value. This is MHC class I binding data. (1) The peptide sequence is LFLAFVVFLL. The MHC is HLA-A24:02 with pseudo-sequence HLA-A24:02. The binding affinity (normalized) is 0.134. (2) The binding affinity (normalized) is 0.0847. The MHC is HLA-A03:01 with pseudo-sequence HLA-A03:01. The peptide sequence is RPPRRGDKF. (3) The peptide sequence is MTNNPPIPV. The MHC is HLA-A02:02 with pseudo-sequence HLA-A02:02. The binding affinity (normalized) is 0.180. (4) The peptide sequence is ITATIEGRK. The MHC is HLA-A31:01 with pseudo-sequence HLA-A31:01. The binding affinity (normalized) is 0.282. (5) The peptide sequence is ATKIIALNK. The MHC is HLA-A33:01 with pseudo-sequence HLA-A33:01. The binding affinity (normalized) is 0. (6) The peptide sequence is YTAVVPLVY. The MHC is HLA-A32:01 with pseudo-sequence HLA-A32:01. The binding affinity (normalized) is 0.157.